Dataset: CYP3A4 substrate classification data from Carbon-Mangels et al.. Task: Regression/Classification. Given a drug SMILES string, predict its absorption, distribution, metabolism, or excretion properties. Task type varies by dataset: regression for continuous measurements (e.g., permeability, clearance, half-life) or binary classification for categorical outcomes (e.g., BBB penetration, CYP inhibition). Dataset: cyp3a4_substrate_carbonmangels. (1) The molecule is C/C=C/C[C@@H](C)C(=O)[C@H]1C(=O)N[C@@H](C(C)C)C(=O)N(C)CC(=O)N(C)[C@@H](CC(C)C)C(=O)N[C@H](C(C)C)C(=O)N(C)[C@@H](CC(C)C)C(=O)N[C@@H](C)C(=O)N[C@H](C)C(=O)N(C)[C@@H](CC(C)C)C(=O)N(C)[C@@H](CC(C)C)C(=O)N(C)[C@@H](C(C)C)C(=O)N1C. The result is 1 (substrate). (2) The molecule is O=C(O)c1ccccc1Nc1cccc(C(F)(F)F)c1. The result is 0 (non-substrate). (3) The result is 0 (non-substrate). The compound is CC(C)c1nc(N(C)S(C)(=O)=O)nc(-c2ccc(F)cc2)c1CC[C@@H](O)C[C@@H](O)CC(=O)O.